Dataset: Catalyst prediction with 721,799 reactions and 888 catalyst types from USPTO. Task: Predict which catalyst facilitates the given reaction. (1) The catalyst class is: 7. Product: [Cl:7][C:8]1[CH:13]=[C:12]([Cl:14])[CH:11]=[CH:10][C:9]=1[CH:15]([OH:36])[C:16]1[N:20]([CH2:21][CH2:22][CH2:23][OH:24])[C:19]2[C:27]([N:31]([CH2:32][CH3:33])[CH2:34][CH3:35])=[CH:28][CH:29]=[CH:30][C:18]=2[N:17]=1. Reactant: [H-].[Al+3].[Li+].[H-].[H-].[H-].[Cl:7][C:8]1[CH:13]=[C:12]([Cl:14])[CH:11]=[CH:10][C:9]=1[CH:15]([OH:36])[C:16]1[N:20]([CH2:21][CH2:22][C:23](OC)=[O:24])[C:19]2[C:27]([N:31]([CH2:34][CH3:35])[CH2:32][CH3:33])=[CH:28][CH:29]=[CH:30][C:18]=2[N:17]=1.O.O.O.O.O.O.O.O.O.O.S([O-])([O-])(=O)=O.[Na+].[Na+]. (2) Reactant: [CH3:1][C@@H:2]1[C@H:19]([OH:20])[C@@H:18]([CH3:21])[C:16](=[O:17])[C:15]([CH3:23])([CH3:22])[C@@H:14]([OH:24])[CH2:13][C:11](=[O:12])[O:10][C@H:9](/[C:25](/[CH3:33])=[CH:26]/[C:27]2[N:31]=[C:30]([CH3:32])[S:29][CH:28]=2)[CH2:8][CH:7]=[C:6]([CH3:34])[CH2:5][CH2:4][CH2:3]1.CC1(C)O[O:37]1. Product: [CH3:1][C@@H:2]1[C@H:19]([OH:20])[C@@H:18]([CH3:21])[C:16](=[O:17])[C:15]([CH3:22])([CH3:23])[C@@H:14]([OH:24])[CH2:13][C:11](=[O:12])[O:10][C@H:9](/[C:25](/[CH3:33])=[CH:26]/[C:27]2[N:31]=[C:30]([CH3:32])[S:29][CH:28]=2)[CH2:8][C@@H:7]2[O:37][C@:6]2([CH3:34])[CH2:5][CH2:4][CH2:3]1. The catalyst class is: 2. (3) Product: [Cl:13][C:14]1[CH:15]=[C:16]([CH:30]=[CH:31][C:32]=1[Cl:33])[CH2:17][C:18]1[C:19](=[O:20])[NH:5][C:6]([CH2:7][C:8]([O:10][CH3:11])=[O:9])=[N:12][C:24]=1[C:25]([F:26])([F:27])[F:28]. The catalyst class is: 5. Reactant: C[O-].[Na+].Cl.[NH2:5][C:6](=[NH:12])[CH2:7][C:8]([O:10][CH3:11])=[O:9].[Cl:13][C:14]1[CH:15]=[C:16]([CH:30]=[CH:31][C:32]=1[Cl:33])[CH2:17][CH:18]([C:24](=O)[C:25]([F:28])([F:27])[F:26])[C:19](OCC)=[O:20]. (4) Reactant: [Cr](Cl)([O-])(=O)=O.[NH+]1C=CC=CC=1.[OH:12][CH:13]1[CH2:18][CH2:17][CH2:16][N:15]([C:19]([O:21][C:22]([CH3:25])([CH3:24])[CH3:23])=[O:20])[CH2:14]1. Product: [O:12]=[C:13]1[CH2:18][CH2:17][CH2:16][N:15]([C:19]([O:21][C:22]([CH3:25])([CH3:24])[CH3:23])=[O:20])[CH2:14]1. The catalyst class is: 343. (5) Reactant: [C:1]([O:5][C:6]([NH:8][C@@H:9]1[C:23](=[O:24])[N:22]2[CH2:25][C@H:26]([O:28][C:29]3[N:30]=[C:31]4[C:36](=[C:37]5[C:42]=3[CH:41]=[CH:40][CH:39]=[CH:38]5)[CH:35]=[CH:34][CH:33]=[CH:32]4)[CH2:27][C@H:21]2[C:20](=[O:43])[NH:19][C@:18]2([C:45]([O:47]CC)=[O:46])[CH2:44][C@H:17]2[CH2:16][C:15]([F:51])([F:50])[CH2:14][CH2:13][CH2:12][CH2:11][CH2:10]1)=[O:7])([CH3:4])([CH3:3])[CH3:2].C(O)C.O.[OH-].[Li+]. Product: [C:1]([O:5][C:6]([NH:8][C@@H:9]1[C:23](=[O:24])[N:22]2[CH2:25][C@H:26]([O:28][C:29]3[N:30]=[C:31]4[C:36](=[C:37]5[C:42]=3[CH:41]=[CH:40][CH:39]=[CH:38]5)[CH:35]=[CH:34][CH:33]=[CH:32]4)[CH2:27][C@H:21]2[C:20](=[O:43])[NH:19][C@:18]2([C:45]([OH:47])=[O:46])[CH2:44][C@H:17]2[CH2:16][C:15]([F:50])([F:51])[CH2:14][CH2:13][CH2:12][CH2:11][CH2:10]1)=[O:7])([CH3:4])([CH3:2])[CH3:3]. The catalyst class is: 30. (6) Reactant: [Br:1][C:2]1[C:7]([C:8]([NH2:10])=O)=[CH:6][C:5]([NH:11][C:12]([NH:14][CH2:15][CH3:16])=[O:13])=[N:4][CH:3]=1.COC1C=CC(P2(SP(C3C=CC(OC)=CC=3)(=S)S2)=[S:26])=CC=1. Product: [Br:1][C:2]1[C:7]([C:8](=[S:26])[NH2:10])=[CH:6][C:5]([NH:11][C:12]([NH:14][CH2:15][CH3:16])=[O:13])=[N:4][CH:3]=1. The catalyst class is: 1. (7) Reactant: [OH:1][C:2]1[CH:10]=[C:9]([I:11])[CH:8]=[CH:7][C:3]=1[C:4](O)=[O:5]. Product: [OH:5][CH2:4][C:3]1[CH:7]=[CH:8][C:9]([I:11])=[CH:10][C:2]=1[OH:1]. The catalyst class is: 1. (8) Reactant: [ClH:1].C(OC([N:9]1[CH2:14][CH2:13][CH:12]([CH2:15][CH:16]([CH2:31][N:32]([CH3:34])[CH3:33])[CH2:17][CH:18]2[CH2:23][CH2:22][N:21](C(OC(C)(C)C)=O)[CH2:20][CH2:19]2)[CH2:11][CH2:10]1)=O)(C)(C)C. Product: [ClH:1].[ClH:1].[ClH:1].[NH:9]1[CH2:14][CH2:13][CH:12]([CH2:15][CH:16]([CH2:31][N:32]([CH3:34])[CH3:33])[CH2:17][CH:18]2[CH2:19][CH2:20][NH:21][CH2:22][CH2:23]2)[CH2:11][CH2:10]1. The catalyst class is: 13.